This data is from Full USPTO retrosynthesis dataset with 1.9M reactions from patents (1976-2016). The task is: Predict the reactants needed to synthesize the given product. (1) Given the product [CH2:19]([O:17][C:16]1[CH:15]=[CH:14][C:11]([CH:12]=[O:13])=[CH:10][C:9]=1[OH:8])[CH2:20][CH2:21][CH3:22], predict the reactants needed to synthesize it. The reactants are: [H-].[Na+].CN(C=O)C.[OH:8][C:9]1[CH:10]=[C:11]([CH:14]=[CH:15][C:16]=1[OH:17])[CH:12]=[O:13].I[CH2:19][CH2:20][CH2:21][CH3:22]. (2) The reactants are: [CH:1]1([C:4]2[O:5][C:6]3[C:7](=[C:9]([C:21]#[N:22])[C:10]([CH3:20])=[C:11]([C:14]4[CH:19]=[CH:18][CH:17]=[CH:16][CH:15]=4)[C:12]=3F)[N:8]=2)[CH2:3][CH2:2]1.C(=O)([O-])[O-].[K+].[K+].[C:29]([O:36][CH3:37])(=[O:35])[CH2:30][C:31]([O:33][CH3:34])=[O:32].C(OCC)(=O)C. Given the product [C:21]([C:9]1[C:7]2[N:8]=[C:4]([CH:1]3[CH2:3][CH2:2]3)[O:5][C:6]=2[C:12]([CH:30]([C:29]([O:36][CH3:37])=[O:35])[C:31]([O:33][CH3:34])=[O:32])=[C:11]([C:14]2[CH:19]=[CH:18][CH:17]=[CH:16][CH:15]=2)[C:10]=1[CH3:20])#[N:22], predict the reactants needed to synthesize it.